This data is from Full USPTO retrosynthesis dataset with 1.9M reactions from patents (1976-2016). The task is: Predict the reactants needed to synthesize the given product. (1) Given the product [CH2:20]([O:19][C:17]([CH:16]1[C:15](=[O:14])[C:7]2[C:5](=[C:4]([N+:9]([O-:11])=[O:10])[CH:3]=[C:2]([F:1])[CH:8]=2)[N:6]=[CH:22]1)=[O:18])[CH3:21], predict the reactants needed to synthesize it. The reactants are: [F:1][C:2]1[CH:8]=[CH:7][C:5]([NH2:6])=[C:4]([N+:9]([O-:11])=[O:10])[CH:3]=1.C([O:14][CH:15]=[C:16]([C:22](OCC)=O)[C:17]([O:19][CH2:20][CH3:21])=[O:18])C. (2) Given the product [CH3:1][C@@H:2]1[N:7]([C:16]2[CH:21]=[CH:20][C:19]([C:22]([OH:28])([CH3:27])[C:23]([F:25])([F:26])[F:24])=[CH:18][CH:17]=2)[CH2:6][CH2:5][N:4]([C:8]([O:10][C:11]([CH3:13])([CH3:12])[CH3:14])=[O:9])[CH2:3]1, predict the reactants needed to synthesize it. The reactants are: [CH3:1][C@@H:2]1[NH:7][CH2:6][CH2:5][N:4]([C:8]([O:10][C:11]([CH3:14])([CH3:13])[CH3:12])=[O:9])[CH2:3]1.Br[C:16]1[CH:21]=[CH:20][C:19]([C:22]([OH:28])([CH3:27])[C:23]([F:26])([F:25])[F:24])=[CH:18][CH:17]=1.CC(C)([O-])C.[Na+].C1(P(C2CCCCC2)C2C=CC=CC=2C2C(OC(C)C)=CC=CC=2OC(C)C)CCCCC1. (3) Given the product [CH3:1][N:2]([CH2:3][CH2:4][CH2:5][C@@:6]1([C:17]2[CH:18]=[CH:19][C:20]([F:23])=[CH:21][CH:22]=2)[O:14][CH2:13][C:12]2[CH:11]=[C:10]([C:15]#[N:16])[CH:9]=[CH:8][C:7]1=2)[CH3:24].[C:32]([OH:14])([C:48]([OH:50])=[O:49])=[O:47], predict the reactants needed to synthesize it. The reactants are: [CH3:1][NH:2][CH2:3][CH2:4][CH2:5][C@:6]1([C:17]2[CH:18]=[CH:19][C:20]([F:23])=[CH:21][CH:22]=2)[O:14][CH2:13][C:12]2[CH:11]=[C:10]([C:15]#[N:16])[CH:9]=[CH:8][C:7]1=2.[C:24]1(C)C=CC(C([C@@:32]([C:48]([OH:50])=[O:49])([OH:47])[C@@:32](C(C2C=CC(C)=CC=2)=O)([OH:47])[C:48]([OH:50])=[O:49])=O)=C[CH:24]=1.Cl. (4) Given the product [C:11]([C:14]1[CH:19]=[CH:18][C:17]([O:10][CH:8]2[CH2:7][NH:6][CH2:5][C:4]3[CH:3]=[CH:2][O:1][C:9]2=3)=[C:16]([Cl:21])[CH:15]=1)(=[O:13])[NH2:12], predict the reactants needed to synthesize it. The reactants are: [O:1]1[C:9]2[CH:8]([OH:10])[CH2:7][NH:6][CH2:5][C:4]=2[CH:3]=[CH:2]1.[C:11]([C:14]1[CH:19]=[CH:18][C:17](F)=[C:16]([Cl:21])[CH:15]=1)(=[O:13])[NH2:12]. (5) Given the product [CH3:16][N:14]([CH3:15])[C:12](=[O:13])[C:11]([C:5]1[C:4]2[C:8](=[CH:9][CH:10]=[C:2]([NH:1][S:28]([C:19]3[CH:20]=[CH:21][C:22]4[C:27](=[CH:26][CH:25]=[CH:24][CH:23]=4)[CH:18]=3)(=[O:30])=[O:29])[CH:3]=2)[NH:7][CH:6]=1)=[O:17], predict the reactants needed to synthesize it. The reactants are: [NH2:1][C:2]1[CH:3]=[C:4]2[C:8](=[CH:9][CH:10]=1)[NH:7][CH:6]=[C:5]2[C:11](=[O:17])[C:12]([N:14]([CH3:16])[CH3:15])=[O:13].[CH:18]1[C:27]2[C:22](=[CH:23][CH:24]=[CH:25][CH:26]=2)[CH:21]=[CH:20][C:19]=1[S:28](Cl)(=[O:30])=[O:29]. (6) Given the product [Br:24][C:22]1[CH:21]=[C:20]([NH:25][C:26](=[O:28])[CH3:27])[CH:19]=[C:18]([NH:17][C:2]2[CH:7]=[CH:6][C:5]([C:8]3[CH:9]=[N:10][N:11]([CH3:13])[CH:12]=3)=[CH:4][C:3]=2[N+:14]([O-:16])=[O:15])[CH:23]=1, predict the reactants needed to synthesize it. The reactants are: F[C:2]1[CH:7]=[CH:6][C:5]([C:8]2[CH:9]=[N:10][N:11]([CH3:13])[CH:12]=2)=[CH:4][C:3]=1[N+:14]([O-:16])=[O:15].[NH2:17][C:18]1[CH:19]=[C:20]([NH:25][C:26](=[O:28])[CH3:27])[CH:21]=[C:22]([Br:24])[CH:23]=1.[F-].[K+]. (7) Given the product [F:23][C:24]1[CH:29]=[CH:28][C:27]([C:2]2[CH:7]=[CH:6][CH:5]=[C:4]([C:8]([NH:11][C:12](=[O:22])[O:13][CH:14]3[CH:19]4[CH2:20][CH2:21][N:16]([CH2:17][CH2:18]4)[CH2:15]3)([CH3:10])[CH3:9])[CH:3]=2)=[CH:26][CH:25]=1, predict the reactants needed to synthesize it. The reactants are: Br[C:2]1[CH:3]=[C:4]([C:8]([NH:11][C:12](=[O:22])[O:13][CH:14]2[CH:19]3[CH2:20][CH2:21][N:16]([CH2:17][CH2:18]3)[CH2:15]2)([CH3:10])[CH3:9])[CH:5]=[CH:6][CH:7]=1.[F:23][C:24]1[CH:29]=[CH:28][C:27](B(O)O)=[CH:26][CH:25]=1.